From a dataset of Experimentally validated miRNA-target interactions with 360,000+ pairs, plus equal number of negative samples. Binary Classification. Given a miRNA mature sequence and a target amino acid sequence, predict their likelihood of interaction. (1) The miRNA is mmu-miR-1927 with sequence GACCUCUGGAUGUUAGGGACUGA. The protein sequence of the target gene is MALLRGLLVLSLSCLQGPCFTFSPVSAVDLPGQQPVSEQAQQKLPLPALFKLDNQDFGDHATLKRSPGHCKSVPTAEETRRLAQAMMAFTTDLFSLVAQTSTSSNLVLSPLSVALALSHLALGAQNQTLHSLHRVLHMNTGSCLPHLLSHFYQNLGPGTIRLAARIYLQKGFPIKDDFLEQSERLFGAKPVKLTGKQEEDLANINQWVKEATEGKIEDFLSELPDSTVLLLLNAIHFHGFWRTKFDPSLTQKDFFHLDERFTVSVDMMHAVSYPLRWFLLEQPEIQVAHFPFKNNMSFVV.... Result: 1 (interaction). (2) The miRNA is hsa-miR-3613-3p with sequence ACAAAAAAAAAAGCCCAACCCUUC. The protein sequence of the target gene is MTSQSSVISNSCVTMERLSHMMERKAWCSQESALSEEEEDTTRPLETVTFKDVAVDLTQEEWEQMKPAQRNLYRDVMLENYSNLVTVGCQVTKPDVIFKLEQEEEPWVMEEEMFGRHCPEVWEVDEQIKKQQETLVRKVTSISKKILIKEKVIECKKVAKIFPLSSDIVTSRQSFYDCDSLDKGLEHNLDLLRYEKGCVREKQSNEFGKPFYHCASYVVTPFKCNQCGQDFSHKFDLIRHERIHAGEKPYECKECGKAFSRKENLITHQKIHTGEKPYKCNECGKAFIQMSNLIRHHRIH.... Result: 1 (interaction). (3) The miRNA is hsa-miR-4252 with sequence GGCCACUGAGUCAGCACCA. The protein sequence of the target gene is MALLFARSLRLCRWGAKRLGVASTEAQRGVSFKLEEKTAHSSLALFRDDMGVKYGLVGLEPTKVALNVERFREWAVVLADTAVTSGRHYWEVTVKRSQQFRIGVADVDMSRDSCIGVDDRSWVFTYAQRKWYTMLANEKAPVEGIGQPEKVGLLLEYEAQKLSLVDVSQVSVVHTLQTDFRGPVVPAFALWDGELLTHSGLEVPEGL. Result: 1 (interaction). (4) The miRNA is hsa-miR-3915 with sequence UUGAGGAAAAGAUGGUCUUAUU. The protein sequence of the target gene is MLLPAPALRRALLSRPWTGAGLRWKHTSSLKVANEPVLAFTQGSPERDALQKALKDLKGRMEAIPCVVGDEEVWTSDVQYQVSPFNHGHKVAKFCYADKSLLNKAIEAALAARKEWDLKPIADRAQIFLKAADMLSGPRRAEILAKTMVGQGKTVIQAEIDAAAELIDFFRFNAKYAVELEGQQPISVPPSTNSTVYRGLEGFVAAISPFNFTAIGGNLAGAPALMGNVVLWKPSDTAMLASYAVYRILREAGLPPNIIQFVPADGPLFGDTVTSSEHLCGINFTGSVPTFKHLWKQVAQ.... Result: 1 (interaction). (5) The miRNA is hsa-miR-301a-3p with sequence CAGUGCAAUAGUAUUGUCAAAGC. The protein sequence of the target gene is MRLVILDNYDLASEWAAKYICNRIIKFKPGQDRYFSLGLPTGSTPLGCYKKLIEYHKSGNLSFKYVKTFNMDEYVGLPRNHPESYHSYMWNNFFKHIDIDPNNAHILDGNAADLQAECDAFEEKIKEAGGIDLFVGGIGPDGHIAFNEPGSSLVSRTRLKTLAMDTILANAKYFDGDLSKVPTMALTVGVGTVMDAREVMILITGAHKAFALYKAMEEGVNHMWTVSAFQQHPRTIFVCDEDATLELRVKTVKYFKGLMHVHNKLVDPLYSMKEGN. Result: 0 (no interaction).